From a dataset of Forward reaction prediction with 1.9M reactions from USPTO patents (1976-2016). Predict the product of the given reaction. The product is: [N:1]1([C:6]([N:8]2[CH2:13][CH2:12][C:11]([C:20]([O:22][CH2:33][CH3:34])=[O:21])([C:14]3[CH:15]=[CH:16][CH:17]=[CH:18][CH:19]=3)[CH2:10][CH2:9]2)=[O:7])[CH:5]=[CH:4][N:3]=[CH:2]1. Given the reactants [N:1]1([C:6]([N:8]2[CH2:13][CH2:12][C:11]([C:20]([OH:22])=[O:21])([C:14]3[CH:19]=[CH:18][CH:17]=[CH:16][CH:15]=3)[CH2:10][CH2:9]2)=[O:7])[CH:5]=[CH:4][N:3]=[CH:2]1.S(=O)(=O)(O)O.C(Cl)Cl.CO.[CH2:33](O)[CH3:34], predict the reaction product.